Dataset: NCI-60 drug combinations with 297,098 pairs across 59 cell lines. Task: Regression. Given two drug SMILES strings and cell line genomic features, predict the synergy score measuring deviation from expected non-interaction effect. (1) Drug 1: C1=CC(=CC=C1C#N)C(C2=CC=C(C=C2)C#N)N3C=NC=N3. Drug 2: CC1=C(N=C(N=C1N)C(CC(=O)N)NCC(C(=O)N)N)C(=O)NC(C(C2=CN=CN2)OC3C(C(C(C(O3)CO)O)O)OC4C(C(C(C(O4)CO)O)OC(=O)N)O)C(=O)NC(C)C(C(C)C(=O)NC(C(C)O)C(=O)NCCC5=NC(=CS5)C6=NC(=CS6)C(=O)NCCC[S+](C)C)O. Cell line: T-47D. Synergy scores: CSS=14.3, Synergy_ZIP=-4.35, Synergy_Bliss=-2.51, Synergy_Loewe=3.76, Synergy_HSA=2.17. (2) Cell line: RPMI-8226. Synergy scores: CSS=28.0, Synergy_ZIP=0.452, Synergy_Bliss=8.03, Synergy_Loewe=2.28, Synergy_HSA=6.57. Drug 2: CCC1=C2CN3C(=CC4=C(C3=O)COC(=O)C4(CC)O)C2=NC5=C1C=C(C=C5)O. Drug 1: CCC1(CC2CC(C3=C(CCN(C2)C1)C4=CC=CC=C4N3)(C5=C(C=C6C(=C5)C78CCN9C7C(C=CC9)(C(C(C8N6C)(C(=O)OC)O)OC(=O)C)CC)OC)C(=O)OC)O.OS(=O)(=O)O. (3) Drug 1: C1=NC2=C(N1)C(=S)N=CN2. Drug 2: C1CN(P(=O)(OC1)NCCCl)CCCl. Cell line: UACC62. Synergy scores: CSS=22.3, Synergy_ZIP=0.745, Synergy_Bliss=0.377, Synergy_Loewe=-33.7, Synergy_HSA=0.173.